The task is: Predict the reactants needed to synthesize the given product.. This data is from Full USPTO retrosynthesis dataset with 1.9M reactions from patents (1976-2016). (1) Given the product [CH3:20][C:10]1[O:9][C:8]([C:5]2[CH:6]=[CH:7][C:2]([C:46]3[CH:51]=[CH:50][CH:49]=[CH:48][N:47]=3)=[CH:3][CH:4]=2)=[N:12][C:11]=1[CH2:13][CH2:14][N:24]1[CH2:25][CH2:27][CH2:32][CH:31]1[CH3:30], predict the reactants needed to synthesize it. The reactants are: Br[C:2]1[CH:7]=[CH:6][C:5]([C:8]2[O:9][C:10]([CH3:20])=[C:11]([CH2:13][CH2:14]OS(C)(=O)=O)[N:12]=2)=[CH:4][CH:3]=1.CC1O[C:25]([C:27]2[CH:32]=[CH:31][C:30](B3OC(C)(C)C(C)(C)O3)=CC=2)=[N:24]C=1CCO.Br[C:46]1[CH:51]=[CH:50][CH:49]=[CH:48][N:47]=1. (2) Given the product [Cl:8][C:4]1[CH:5]=[N:6][CH:7]=[C:2]([C:21]2[CH:26]=[CH:25][CH:24]=[CH:23][CH:22]=2)[N:3]=1, predict the reactants needed to synthesize it. The reactants are: Cl[C:2]1[CH:7]=[N:6][CH:5]=[C:4]([Cl:8])[N:3]=1.COCCOC.C(=O)([O-])[O-].[Na+].[Na+].[C:21]1(B(O)O)[CH:26]=[CH:25][CH:24]=[CH:23][CH:22]=1. (3) Given the product [Cl:1][C:2]1[CH:16]=[C:15]([Cl:17])[C:14]([C:18]2[N:26]=[C:25]([Cl:27])[N:24]=[C:23]3[C:19]=2[N:20]=[CH:21][NH:22]3)=[CH:13][C:3]=1[O:4][CH2:5][CH2:6][N:7]1[CH2:11][CH2:10][CH2:9][C:8]1=[O:12], predict the reactants needed to synthesize it. The reactants are: [Cl:1][C:2]1[CH:16]=[C:15]([Cl:17])[C:14]([C:18]2[N:26]=[C:25]([Cl:27])[N:24]=[C:23]3[C:19]=2[N:20]=[CH:21][N:22]3CC2C=CC(OC)=CC=2)=[CH:13][C:3]=1[O:4][CH2:5][CH2:6][N:7]1[CH2:11][CH2:10][CH2:9][C:8]1=[O:12].[OH-].[NH4+]. (4) Given the product [F:1][C:2]1[CH:7]=[CH:6][C:5]([F:8])=[CH:4][C:3]=1[C:9]1[C:13]2[CH:14]=[C:15]([C:18]3[O:22][C:21]([S:23][CH3:25])=[N:20][N:19]=3)[CH:16]=[CH:17][C:12]=2[O:11][CH:10]=1, predict the reactants needed to synthesize it. The reactants are: [F:1][C:2]1[CH:7]=[CH:6][C:5]([F:8])=[CH:4][C:3]=1[C:9]1[C:13]2[CH:14]=[C:15]([C:18]3[O:22][C:21]([SH:23])=[N:20][N:19]=3)[CH:16]=[CH:17][C:12]=2[O:11][CH:10]=1.I[CH3:25]. (5) The reactants are: [NH:1]1[C:5](/[CH:6]=[CH:7]/[C:8]([OH:10])=O)=[CH:4][N:3]=[CH:2]1.CN(C(ON1N=NC2C=CC=NC1=2)=[N+](C)C)C.F[P-](F)(F)(F)(F)F.Cl.[CH3:36][O:37][C:38]1[C:43]2[NH:44][C:45]([C:47]3[S:48][CH:49]=[CH:50][CH:51]=3)=[N:46][C:42]=2[C:41]([NH2:52])=[CH:40][CH:39]=1.CCN(C(C)C)C(C)C. Given the product [NH:1]1[C:5](/[CH:6]=[CH:7]/[C:8]([NH:52][C:41]2[C:42]3[N:46]=[C:45]([C:47]4[S:48][CH:49]=[CH:50][CH:51]=4)[NH:44][C:43]=3[C:38]([O:37][CH3:36])=[CH:39][CH:40]=2)=[O:10])=[CH:4][N:3]=[CH:2]1, predict the reactants needed to synthesize it.